Dataset: Forward reaction prediction with 1.9M reactions from USPTO patents (1976-2016). Task: Predict the product of the given reaction. (1) The product is: [C:1]([O-:4])(=[O:3])[CH3:2].[Co+2:5].[C:6]([O-:9])(=[O:8])[CH3:7]. Given the reactants [C:1]([O-:4])(=[O:3])[CH3:2].[Co+3:5].[C:6]([O-:9])(=[O:8])[CH3:7].C([O-])(=O)C, predict the reaction product. (2) Given the reactants [Br:1][C:2]1[CH:7]=[CH:6][C:5]([C:8]2[O:12][N:11]=[C:10]([CH3:13])[C:9]=2[CH2:14][C:15]([OH:17])=O)=[CH:4][CH:3]=1.[CH2:18]1[C:26]2[C:21](=[CH:22][CH:23]=[CH:24][CH:25]=2)[CH2:20][NH:19]1, predict the reaction product. The product is: [Br:1][C:2]1[CH:3]=[CH:4][C:5]([C:8]2[O:12][N:11]=[C:10]([CH3:13])[C:9]=2[CH2:14][C:15]([N:19]2[CH2:20][C:21]3[C:26](=[CH:25][CH:24]=[CH:23][CH:22]=3)[CH2:18]2)=[O:17])=[CH:6][CH:7]=1. (3) The product is: [F:16][C:17]1[CH:18]=[CH:19][C:20]([C:23]2[N:27]=[C:26]([C:28]3[CH:33]=[CH:32][C:31]([F:34])=[CH:30][CH:29]=3)[N:25]([CH2:35][C:36]([N:12]3[CH2:13][CH2:14][N:9]([C:4]4[CH:5]=[CH:6][CH:7]=[CH:8][N:3]=4)[C:10](=[O:15])[CH2:11]3)=[O:37])[N:24]=2)=[CH:21][CH:22]=1. Given the reactants Cl.Cl.[N:3]1[CH:8]=[CH:7][CH:6]=[CH:5][C:4]=1[N:9]1[CH2:14][CH2:13][NH:12][CH2:11][C:10]1=[O:15].[F:16][C:17]1[CH:22]=[CH:21][C:20]([C:23]2[N:27]=[C:26]([C:28]3[CH:33]=[CH:32][C:31]([F:34])=[CH:30][CH:29]=3)[N:25]([CH2:35][C:36](Cl)=[O:37])[N:24]=2)=[CH:19][CH:18]=1.C(N(CC)CC)C, predict the reaction product. (4) Given the reactants [CH3:1][C:2]1[N:24]=[C:5]2[N:6]=[C:7]([C:16]3[CH:23]=[CH:22][C:19]([CH:20]=O)=[CH:18][CH:17]=3)[C:8]([C:10]3[CH:15]=[CH:14][CH:13]=[CH:12][CH:11]=3)=[CH:9][N:4]2[N:3]=1.Cl.[F:26][C:27]1[CH:28]=[CH:29][C:30]2[N:34]=[C:33]([CH:35]3[CH2:40][CH2:39][NH:38][CH2:37][CH2:36]3)[NH:32][C:31]=2[CH:41]=1.[BH-](OC(C)=O)(OC(C)=O)OC(C)=O.[Na+], predict the reaction product. The product is: [F:26][C:27]1[CH:28]=[CH:29][C:30]2[N:34]=[C:33]([CH:35]3[CH2:36][CH2:37][N:38]([CH2:20][C:19]4[CH:22]=[CH:23][C:16]([C:7]5[C:8]([C:10]6[CH:15]=[CH:14][CH:13]=[CH:12][CH:11]=6)=[CH:9][N:4]6[N:3]=[C:2]([CH3:1])[N:24]=[C:5]6[N:6]=5)=[CH:17][CH:18]=4)[CH2:39][CH2:40]3)[NH:32][C:31]=2[CH:41]=1. (5) Given the reactants [OH:1][C@:2]([C:31]1[CH:36]=[CH:35][CH:34]=[CH:33][CH:32]=1)([CH3:30])[C:3]([N:5]1[CH2:29][CH2:28][CH2:27][C@H:6]1[C:7]([NH:9][CH2:10][C:11]1[CH:16]=[C:15]([Cl:17])[CH:14]=[CH:13][C:12]=1[CH2:18][NH:19]C(OC(C)(C)C)=O)=[O:8])=[O:4], predict the reaction product. The product is: [OH:1][C@:2]([C:31]1[CH:36]=[CH:35][CH:34]=[CH:33][CH:32]=1)([CH3:30])[C:3]([N:5]1[CH2:29][CH2:28][CH2:27][C@H:6]1[C:7]([NH:9][CH2:10][C:11]1[CH:16]=[C:15]([Cl:17])[CH:14]=[CH:13][C:12]=1[CH2:18][NH2:19])=[O:8])=[O:4]. (6) Given the reactants Br[C:2]1[CH:14]=[CH:13][C:5]([C:6]([O:8][C:9]([CH3:12])([CH3:11])[CH3:10])=[O:7])=[C:4]([Cl:15])[CH:3]=1.C(=O)([O-])[O-].[K+].[K+].[C:22]1(C)C=CC=C[CH:23]=1, predict the reaction product. The product is: [Cl:15][C:4]1[CH:3]=[C:2]([CH:22]=[CH2:23])[CH:14]=[CH:13][C:5]=1[C:6]([O:8][C:9]([CH3:12])([CH3:11])[CH3:10])=[O:7].